Dataset: Reaction yield outcomes from USPTO patents with 853,638 reactions. Task: Predict the reaction yield, written as a fraction of the theoretical maximum amount of product (1.0 means a 100% yield; for example, 0.34 means a 34% yield). (1) The reactants are Br[C:2]1[C:15]2[C:16]3=[C:17]4[C:12](=[CH:13][CH:14]=2)[CH:11]=[CH:10][CH:9]=[C:8]4[CH:7]=[CH:6][C:5]3=[CH:4][CH:3]=1.C[S-:19].[Na+].Cl. The catalyst is CN(C=O)C. The product is [C:2]1([SH:19])[C:15]2[C:16]3=[C:17]4[C:12](=[CH:13][CH:14]=2)[CH:11]=[CH:10][CH:9]=[C:8]4[CH:7]=[CH:6][C:5]3=[CH:4][CH:3]=1. The yield is 0.650. (2) The reactants are [CH3:1][N:2]1[CH2:7][CH2:6][N:5]([C:8]2[CH:13]=[CH:12][C:11]([CH2:14][C:15]([O:17]C)=O)=[CH:10][CH:9]=2)[CH2:4][CH2:3]1.[NH3:19]. No catalyst specified. The product is [CH3:1][N:2]1[CH2:7][CH2:6][N:5]([C:8]2[CH:13]=[CH:12][C:11]([CH2:14][C:15]([NH2:19])=[O:17])=[CH:10][CH:9]=2)[CH2:4][CH2:3]1. The yield is 0.570. (3) The reactants are C([O:5][C:6](=O)[C@@H:7]([O:10][C:11]1[CH:34]=[CH:33][C:14]2[C:15]3[N:19]([CH2:20][CH2:21][O:22][C:13]=2[CH:12]=1)[CH:18]=[C:17]([C:23]1[N:24]([CH2:28][C:29]([F:32])([F:31])[F:30])[N:25]=[CH:26][N:27]=1)[N:16]=3)[CH2:8][CH3:9])(C)(C)C.C(O)(C(F)(F)F)=O.C[N:44](C(ON1N=NC2C=CC=NC1=2)=[N+](C)C)C.F[P-](F)(F)(F)(F)F.[Cl-].[NH4+].C(N(CC)CC)C. The catalyst is C(Cl)Cl. The product is [F:30][C:29]([F:32])([F:31])[CH2:28][N:24]1[C:23]([C:17]2[N:16]=[C:15]3[C:14]4[CH:33]=[CH:34][C:11]([O:10][C@@H:7]([CH2:8][CH3:9])[C:6]([NH2:44])=[O:5])=[CH:12][C:13]=4[O:22][CH2:21][CH2:20][N:19]3[CH:18]=2)=[N:27][CH:26]=[N:25]1. The yield is 0.390.